Regression. Given a peptide amino acid sequence and an MHC pseudo amino acid sequence, predict their binding affinity value. This is MHC class I binding data. From a dataset of Peptide-MHC class I binding affinity with 185,985 pairs from IEDB/IMGT. (1) The peptide sequence is RYSHWTKL. The MHC is HLA-A24:02 with pseudo-sequence HLA-A24:02. The binding affinity (normalized) is 0.530. (2) The peptide sequence is LPPVVAKEI. The MHC is HLA-B07:02 with pseudo-sequence HLA-B07:02. The binding affinity (normalized) is 0.0975. (3) The peptide sequence is NMLREGLSP. The MHC is HLA-A31:01 with pseudo-sequence HLA-A31:01. The binding affinity (normalized) is 0.0847. (4) The peptide sequence is DSFAKQPQW. The MHC is HLA-A29:02 with pseudo-sequence HLA-A29:02. The binding affinity (normalized) is 0.0847. (5) The peptide sequence is KIFLHFSIL. The MHC is HLA-B58:01 with pseudo-sequence HLA-B58:01. The binding affinity (normalized) is 0.0847.